The task is: Regression. Given two drug SMILES strings and cell line genomic features, predict the synergy score measuring deviation from expected non-interaction effect.. This data is from NCI-60 drug combinations with 297,098 pairs across 59 cell lines. (1) Drug 1: CN(C)C1=NC(=NC(=N1)N(C)C)N(C)C. Drug 2: COCCOC1=C(C=C2C(=C1)C(=NC=N2)NC3=CC=CC(=C3)C#C)OCCOC.Cl. Cell line: SW-620. Synergy scores: CSS=-12.3, Synergy_ZIP=1.93, Synergy_Bliss=-4.41, Synergy_Loewe=-8.34, Synergy_HSA=-8.37. (2) Drug 1: CN(C)N=NC1=C(NC=N1)C(=O)N. Drug 2: CC1=C2C(C(=O)C3(C(CC4C(C3C(C(C2(C)C)(CC1OC(=O)C(C(C5=CC=CC=C5)NC(=O)C6=CC=CC=C6)O)O)OC(=O)C7=CC=CC=C7)(CO4)OC(=O)C)O)C)OC(=O)C. Cell line: SK-MEL-28. Synergy scores: CSS=20.5, Synergy_ZIP=-3.17, Synergy_Bliss=0.215, Synergy_Loewe=-35.5, Synergy_HSA=-1.01. (3) Cell line: NCIH23. Drug 1: C1=CC(=C2C(=C1NCCNCCO)C(=O)C3=C(C=CC(=C3C2=O)O)O)NCCNCCO. Synergy scores: CSS=70.7, Synergy_ZIP=0.0718, Synergy_Bliss=0.0485, Synergy_Loewe=0.806, Synergy_HSA=5.71. Drug 2: CC1=C(C(=O)C2=C(C1=O)N3CC4C(C3(C2COC(=O)N)OC)N4)N. (4) Drug 1: CC12CCC(CC1=CCC3C2CCC4(C3CC=C4C5=CN=CC=C5)C)O. Drug 2: C1=C(C(=O)NC(=O)N1)N(CCCl)CCCl. Cell line: HCT-15. Synergy scores: CSS=15.6, Synergy_ZIP=-3.65, Synergy_Bliss=2.49, Synergy_Loewe=-0.798, Synergy_HSA=1.45. (5) Drug 1: C1CCC(CC1)NC(=O)N(CCCl)N=O. Drug 2: CS(=O)(=O)OCCCCOS(=O)(=O)C. Cell line: KM12. Synergy scores: CSS=20.9, Synergy_ZIP=-3.41, Synergy_Bliss=-1.89, Synergy_Loewe=4.35, Synergy_HSA=4.54. (6) Drug 1: C1CCC(CC1)NC(=O)N(CCCl)N=O. Drug 2: C1CCC(C(C1)N)N.C(=O)(C(=O)[O-])[O-].[Pt+4]. Cell line: SK-MEL-5. Synergy scores: CSS=15.4, Synergy_ZIP=-3.74, Synergy_Bliss=0.822, Synergy_Loewe=-6.68, Synergy_HSA=-1.50. (7) Drug 1: C1CCC(CC1)NC(=O)N(CCCl)N=O. Cell line: OVCAR-4. Synergy scores: CSS=13.1, Synergy_ZIP=3.34, Synergy_Bliss=9.25, Synergy_Loewe=2.65, Synergy_HSA=5.99. Drug 2: CN(C)C1=NC(=NC(=N1)N(C)C)N(C)C. (8) Drug 1: CCN(CC)CCNC(=O)C1=C(NC(=C1C)C=C2C3=C(C=CC(=C3)F)NC2=O)C. Drug 2: C1CN(P(=O)(OC1)NCCCl)CCCl. Cell line: OVCAR-5. Synergy scores: CSS=-0.973, Synergy_ZIP=0.234, Synergy_Bliss=-0.605, Synergy_Loewe=-3.63, Synergy_HSA=-3.42. (9) Drug 1: C1CN1P(=S)(N2CC2)N3CC3. Drug 2: C1=CN(C=N1)CC(O)(P(=O)(O)O)P(=O)(O)O. Cell line: HCT-15. Synergy scores: CSS=-0.376, Synergy_ZIP=-2.59, Synergy_Bliss=0.394, Synergy_Loewe=-3.14, Synergy_HSA=-1.70. (10) Drug 1: COC1=C(C=C2C(=C1)N=CN=C2NC3=CC(=C(C=C3)F)Cl)OCCCN4CCOCC4. Drug 2: CCC1(C2=C(COC1=O)C(=O)N3CC4=CC5=C(C=CC(=C5CN(C)C)O)N=C4C3=C2)O.Cl. Cell line: CCRF-CEM. Synergy scores: CSS=71.9, Synergy_ZIP=-1.51, Synergy_Bliss=0.577, Synergy_Loewe=-27.3, Synergy_HSA=2.94.